This data is from Catalyst prediction with 721,799 reactions and 888 catalyst types from USPTO. The task is: Predict which catalyst facilitates the given reaction. (1) Reactant: [F:1][C:2]1[C:3]([CH3:9])=[C:4]([OH:8])[CH:5]=[CH:6][CH:7]=1.[CH2:10]=[O:11].Cl. Product: [F:1][C:2]1[CH:7]=[CH:6][C:5]([CH:10]=[O:11])=[C:4]([OH:8])[C:3]=1[CH3:9]. The catalyst class is: 10. (2) Reactant: [CH3:1][C:2]1[C:7]2[N:8]([CH2:12][CH2:13][S:14][CH3:15])[C:9](=[O:11])[NH:10][C:6]=2[CH:5]=[CH:4][CH:3]=1.C(N(CC)CC)C.Cl[C:24](OC1C=CC([N+]([O-])=O)=CC=1)=[O:25].[CH3:36][N:37]([CH3:46])[C:38](=[O:45])[C@H:39]([C:41]([CH3:44])([CH3:43])[CH3:42])[NH2:40].Cl.CNC. Product: [CH3:46][N:37]([CH3:36])[C:38]([C@@H:39]([NH:40][C:24]([N:10]1[C:6]2[CH:5]=[CH:4][CH:3]=[C:2]([CH3:1])[C:7]=2[N:8]([CH2:12][CH2:13][S:14][CH3:15])[C:9]1=[O:11])=[O:25])[C:41]([CH3:43])([CH3:42])[CH3:44])=[O:45]. The catalyst class is: 26. (3) Product: [Br:19][CH:8]([C:5]1[CH:6]=[CH:7][C:2]([Cl:1])=[CH:3][CH:4]=1)[C:9]([C:11]1[CH:16]=[CH:15][C:14]([Cl:17])=[CH:13][C:12]=1[Cl:18])=[O:10]. The catalyst class is: 48. Reactant: [Cl:1][C:2]1[CH:7]=[CH:6][C:5]([CH2:8][C:9]([C:11]2[CH:16]=[CH:15][C:14]([Cl:17])=[CH:13][C:12]=2[Cl:18])=[O:10])=[CH:4][CH:3]=1.[Br:19]Br.ClCCl. (4) Reactant: Cl.[F:2][C:3]1[CH:8]=[CH:7][CH:6]=[CH:5][C:4]=1[NH:9][NH2:10].C(N(CC)CC)C.[C:18]([NH:20][C:21](=[N:29][C:30]1[CH:35]=[C:34]([O:36][CH3:37])[C:33]([O:38][CH2:39][CH2:40][CH2:41][N:42]([CH2:45][CH3:46])[CH2:43][CH3:44])=[C:32]([O:47][CH3:48])[CH:31]=1)OC1C=CC=CC=1)#[N:19].FC(F)(F)C(O)=O.C(N(CC)CC)C. Product: [CH2:45]([N:42]([CH2:43][CH3:44])[CH2:41][CH2:40][CH2:39][O:38][C:33]1[C:32]([O:47][CH3:48])=[CH:31][C:30]([NH:29][C:21]2[N:20]=[C:18]([NH2:19])[N:9]([C:4]3[CH:5]=[CH:6][CH:7]=[CH:8][C:3]=3[F:2])[N:10]=2)=[CH:35][C:34]=1[O:36][CH3:37])[CH3:46]. The catalyst class is: 44. (5) Reactant: [Cl:1][C:2]1[CH:7]=[CH:6][C:5]([C:8]2[CH:13]=[CH:12][CH:11]=[CH:10][C:9]=2[N+:14]([O-])=O)=[CH:4][CH:3]=1.C1(P(C2C=CC=CC=2)C2C=CC=CC=2)C=CC=CC=1. Product: [Cl:1][C:2]1[CH:7]=[CH:6][C:5]2[C:8]3[C:9](=[CH:10][CH:11]=[CH:12][CH:13]=3)[NH:14][C:4]=2[CH:3]=1. The catalyst class is: 262. (6) Reactant: [CH3:1][C:2]1[CH:8]=[CH:7][C:5]([NH2:6])=[CH:4][C:3]=1[C:9]1[CH:10]=[N:11][C:12]([CH2:15][N:16]2[CH2:21][CH2:20][O:19][CH2:18][CH2:17]2)=[CH:13][CH:14]=1.[H-].[Na+].[C:24]([C:28]1[S:29][C:30]([NH:45][C:46](=O)[O:47]CC(Cl)(Cl)Cl)=[C:31]([C:33]([N:35]2[CH2:40][CH2:39][N:38]([CH3:41])[C:37](=[O:42])[C:36]2([CH3:44])[CH3:43])=[O:34])[N:32]=1)([CH3:27])([CH3:26])[CH3:25].S1C=CN=C1. Product: [C:24]([C:28]1[S:29][C:30]([NH:45][C:46]([NH:6][C:5]2[CH:7]=[CH:8][C:2]([CH3:1])=[C:3]([C:9]3[CH:10]=[N:11][C:12]([CH2:15][N:16]4[CH2:21][CH2:20][O:19][CH2:18][CH2:17]4)=[CH:13][CH:14]=3)[CH:4]=2)=[O:47])=[C:31]([C:33]([N:35]2[CH2:40][CH2:39][N:38]([CH3:41])[C:37](=[O:42])[C:36]2([CH3:44])[CH3:43])=[O:34])[N:32]=1)([CH3:27])([CH3:25])[CH3:26]. The catalyst class is: 39.